Task: Predict the reactants needed to synthesize the given product.. Dataset: Full USPTO retrosynthesis dataset with 1.9M reactions from patents (1976-2016) (1) Given the product [Cl:22][C:23]1[CH:24]=[C:25]([NH:30][C:31]2[C:32]3[CH:39]=[C:38]([C:40]([NH:41][CH:42]4[CH2:47][CH2:46][N:45]([CH2:63][C:61]5[N:60]=[N:59][S:58][CH:62]=5)[CH2:44][CH2:43]4)=[O:3])[S:37][C:33]=3[N:34]=[CH:35][N:36]=2)[CH:26]=[CH:27][C:28]=1[F:29], predict the reactants needed to synthesize it. The reactants are: C(O[BH-](OC(=O)C)OC(=O)C)(=[O:3])C.[Na+].FC(F)(F)C(O)=O.[Cl:22][C:23]1[CH:24]=[C:25]([NH:30][C:31]2[C:32]3[CH:39]=[C:38]([C:40](=S)[NH:41][CH:42]4[CH2:47][CH2:46][NH:45][CH2:44][CH2:43]4)[S:37][C:33]=3[N:34]=[CH:35][N:36]=2)[CH:26]=[CH:27][C:28]=1[F:29].C(N(CC)C(C)C)(C)C.[S:58]1[CH:62]=[C:61]([CH:63]=O)[N:60]=[N:59]1.[O-]S([O-])(=O)=O.[Mg+2]. (2) Given the product [NH2:9][C:8]1[O:19][C:20]2[C:21]3[CH:22]=[CH:23][CH:24]=[N:25][C:26]=3[CH:27]=[CH:28][C:29]=2[CH:6]([C:5]2[CH:12]=[C:13]([O:17][CH3:18])[C:14]([O:15][CH3:16])=[C:3]([O:2][CH3:1])[CH:4]=2)[C:7]=1[C:10]#[N:11], predict the reactants needed to synthesize it. The reactants are: [CH3:1][O:2][C:3]1[CH:4]=[C:5]([CH:12]=[C:13]([O:17][CH3:18])[C:14]=1[O:15][CH3:16])[CH:6]=[C:7]([C:10]#[N:11])[C:8]#[N:9].[OH:19][C:20]1[CH:29]=[CH:28][CH:27]=[C:26]2[C:21]=1[CH:22]=[CH:23][CH:24]=[N:25]2. (3) Given the product [CH3:14][N:15]([CH3:19])[C:16]([O:1][C:2]1[CH:11]=[CH:10][CH:9]=[C:8]([O:12][CH3:13])[C:3]=1[C:4]([O:6][CH3:7])=[O:5])=[S:17], predict the reactants needed to synthesize it. The reactants are: [OH:1][C:2]1[CH:11]=[CH:10][CH:9]=[C:8]([O:12][CH3:13])[C:3]=1[C:4]([O:6][CH3:7])=[O:5].[CH3:14][N:15]([CH3:19])[C:16](Cl)=[S:17].N12CCN(CC1)CC2.O. (4) The reactants are: [CH3:1][C:2]1[CH:7]=[C:6]([CH3:8])[CH:5]=[CH:4][C:3]=1[N:9]1[CH2:14][CH2:13][N:12]([C:15]2[CH:16]=[C:17]([CH:21]3[CH2:30][C:29]([CH3:32])([CH3:31])[C:28]4[C:23](=[CH:24][CH:25]=[C:26]([C:33]([OH:35])=O)[CH:27]=4)[NH:22]3)[CH:18]=[N:19][CH:20]=2)[CH2:11][CH2:10]1.Cl.CN(C)CCCN=C=NCC.[CH3:48][S:49]([NH2:52])(=[O:51])=[O:50]. Given the product [CH3:1][C:2]1[CH:7]=[C:6]([CH3:8])[CH:5]=[CH:4][C:3]=1[N:9]1[CH2:10][CH2:11][N:12]([C:15]2[CH:16]=[C:17]([CH:21]3[CH2:30][C:29]([CH3:31])([CH3:32])[C:28]4[C:23](=[CH:24][CH:25]=[C:26]([C:33]([NH:52][S:49]([CH3:48])(=[O:51])=[O:50])=[O:35])[CH:27]=4)[NH:22]3)[CH:18]=[N:19][CH:20]=2)[CH2:13][CH2:14]1, predict the reactants needed to synthesize it. (5) Given the product [N+:8]([C:5]1[CH:6]=[CH:7][C:2]([N:31]2[CH2:32][CH2:33][C:34]3=[C:12]([C:13]([O:15][CH2:39][CH3:40])=[O:14])[NH:27][N:28]=[C:29]3[CH2:30]2)=[N:3][CH:4]=1)([O-:10])=[O:9], predict the reactants needed to synthesize it. The reactants are: Cl[C:2]1[CH:7]=[CH:6][C:5]([N+:8]([O-:10])=[O:9])=[CH:4][N:3]=1.F[C:12](F)(F)[C:13]([OH:15])=[O:14].CC1C(C)=CC2NC(C3[NH:27][N:28]=[C:29]4[C:34]=3[CH2:33][CH2:32][NH:31][CH2:30]4)=NC=2C=1.N1C=CC=[CH:40][CH:39]=1. (6) Given the product [Br:1][C:2]1[CH:7]=[CH:6][C:5]([S:8]([NH:18][CH:12]2[CH2:17][CH2:16][CH2:15][CH2:14][CH2:13]2)(=[O:10])=[O:9])=[CH:4][CH:3]=1, predict the reactants needed to synthesize it. The reactants are: [Br:1][C:2]1[CH:7]=[CH:6][C:5]([S:8](Cl)(=[O:10])=[O:9])=[CH:4][CH:3]=1.[CH:12]1([NH2:18])[CH2:17][CH2:16][CH2:15][CH2:14][CH2:13]1.C(N(CC)CC)C. (7) Given the product [C:16]1([C:2]2[CH:7]=[CH:6][CH:5]=[C:4]([O:8][CH3:9])[CH:3]=2)[CH2:17][CH2:18][CH2:19][CH:14]=1, predict the reactants needed to synthesize it. The reactants are: Br[C:2]1[CH:3]=[C:4]([O:8][CH3:9])[CH:5]=[CH:6][CH:7]=1.[Mg].II.Br[C:14]1[CH:19]=[CH:18][CH:17]=[CH:16]C=1OC.C1(=O)CCCC1.S(=O)(=O)(O)O.